From a dataset of NCI-60 drug combinations with 297,098 pairs across 59 cell lines. Regression. Given two drug SMILES strings and cell line genomic features, predict the synergy score measuring deviation from expected non-interaction effect. (1) Drug 1: C1C(C(OC1N2C=NC(=NC2=O)N)CO)O. Drug 2: CC12CCC3C(C1CCC2OP(=O)(O)O)CCC4=C3C=CC(=C4)OC(=O)N(CCCl)CCCl.[Na+]. Cell line: M14. Synergy scores: CSS=6.25, Synergy_ZIP=-2.64, Synergy_Bliss=1.85, Synergy_Loewe=-69.7, Synergy_HSA=-0.338. (2) Drug 1: CC1=C2C(C(=O)C3(C(CC4C(C3C(C(C2(C)C)(CC1OC(=O)C(C(C5=CC=CC=C5)NC(=O)OC(C)(C)C)O)O)OC(=O)C6=CC=CC=C6)(CO4)OC(=O)C)OC)C)OC. Drug 2: C1C(C(OC1N2C=NC3=C(N=C(N=C32)Cl)N)CO)O. Cell line: OVCAR-5. Synergy scores: CSS=24.9, Synergy_ZIP=-1.84, Synergy_Bliss=-6.13, Synergy_Loewe=-17.5, Synergy_HSA=-4.94.